Task: Regression. Given a peptide amino acid sequence and an MHC pseudo amino acid sequence, predict their binding affinity value. This is MHC class I binding data.. Dataset: Peptide-MHC class I binding affinity with 185,985 pairs from IEDB/IMGT (1) The peptide sequence is NYDPEGNEI. The MHC is H-2-Kd with pseudo-sequence H-2-Kd. The binding affinity (normalized) is 0. (2) The peptide sequence is HLYLQYIRK. The MHC is HLA-A68:01 with pseudo-sequence HLA-A68:01. The binding affinity (normalized) is 0.317. (3) The peptide sequence is PTILATLNT. The MHC is HLA-A02:01 with pseudo-sequence HLA-A02:01. The binding affinity (normalized) is 0. (4) The binding affinity (normalized) is 0.778. The MHC is HLA-B40:02 with pseudo-sequence HLA-B40:02. The peptide sequence is FELLNAPAT.